From a dataset of Reaction yield outcomes from USPTO patents with 853,638 reactions. Predict the reaction yield, written as a fraction of the theoretical maximum amount of product (1.0 means a 100% yield; for example, 0.34 means a 34% yield). (1) The reactants are [CH3:1][C:2]1[N:6]([CH2:7][C:8]2[C:17]3[C:12](=[CH:13][CH:14]=[CH:15][CH:16]=3)[CH:11]=[CH:10][CH:9]=2)[C:5]2[CH:18]=[C:19]([N:25]3[CH2:30][CH2:29][O:28][CH2:27][CH2:26]3)[CH:20]=[C:21]([C:22]([OH:24])=O)[C:4]=2[N:3]=1.C(Cl)CCl.[CH3:35][S:36]([NH2:39])(=[O:38])=[O:37]. The catalyst is CN(C)C=O.CN(C1C=CN=CC=1)C. The product is [CH3:1][C:2]1[N:6]([CH2:7][C:8]2[C:17]3[C:12](=[CH:13][CH:14]=[CH:15][CH:16]=3)[CH:11]=[CH:10][CH:9]=2)[C:5]2[CH:18]=[C:19]([N:25]3[CH2:30][CH2:29][O:28][CH2:27][CH2:26]3)[CH:20]=[C:21]([C:22]([NH:39][S:36]([CH3:35])(=[O:38])=[O:37])=[O:24])[C:4]=2[N:3]=1. The yield is 0.390. (2) The reactants are [C:1]([NH:4][C:5]1[CH:10]=[CH:9][CH:8]=[CH:7][C:6]=1[OH:11])(=[O:3])[CH3:2].C(=O)([O-])[O-].[Cs+].[Cs+].CC1C=CC(S(O[CH2:29][C@@:30]2([CH3:33])[CH2:32][O:31]2)(=O)=O)=CC=1. The catalyst is CN(C=O)C. The product is [CH3:29][C@:30]1([CH2:33][O:11][C:6]2[CH:7]=[CH:8][CH:9]=[CH:10][C:5]=2[NH:4][C:1](=[O:3])[CH3:2])[CH2:32][O:31]1. The yield is 0.480. (3) The reactants are [N+:1]([C:4]1[CH:9]=[CH:8][CH:7]=[CH:6][C:5]=1[C:10]1[S:11][C:12]2[CH:17]=[CH:16][N:15]=[CH:14][C:13]=2[N:18]=1)([O-])=O.[NH4+].[Cl-]. The catalyst is CO.O.[Fe]. The product is [S:11]1[C:12]2[CH:17]=[CH:16][N:15]=[CH:14][C:13]=2[N:18]=[C:10]1[C:5]1[CH:6]=[CH:7][CH:8]=[CH:9][C:4]=1[NH2:1]. The yield is 0.730. (4) The reactants are Br[CH:2]1[CH:7](O)[CH:6]=[C:5]([C:9]2[CH:14]=[CH:13][N:12]=[CH:11][C:10]=2[N+:15]([O-:17])=[O:16])[CH2:4][CH:3]1[CH3:18].CC(C)([O-:22])C.[K+].[Cl-].[NH4+].[N-:27]=[N+:28]=[N-:29].[Na+]. The catalyst is C1COCC1.O. The product is [N:27]([CH:7]1[CH:6]=[C:5]([C:9]2[CH:14]=[CH:13][N:12]=[CH:11][C:10]=2[N+:15]([O-:17])=[O:16])[CH2:4][CH:3]([CH3:18])[CH:2]1[OH:22])=[N+:28]=[N-:29]. The yield is 0.550. (5) The reactants are O1CCCC1.[OH-].[Na+].[NH2:8][C:9]1[C:14]([C:15]2[O:19][N:18]=[C:17]([CH2:20][C:21]3[CH:26]=[CH:25][C:24]([OH:27])=[CH:23][CH:22]=3)[CH:16]=2)=[CH:13][CH:12]=[CH:11][N:10]=1.Cl[CH2:29][C:30]1[CH:35]=[CH:34][C:33]([F:36])=[CH:32][N:31]=1. The catalyst is CN(C)C=O. The product is [F:36][C:33]1[CH:34]=[CH:35][C:30]([CH2:29][O:27][C:24]2[CH:25]=[CH:26][C:21]([CH2:20][C:17]3[CH:16]=[C:15]([C:14]4[C:9]([NH2:8])=[N:10][CH:11]=[CH:12][CH:13]=4)[O:19][N:18]=3)=[CH:22][CH:23]=2)=[N:31][CH:32]=1. The yield is 0.770.